Dataset: Full USPTO retrosynthesis dataset with 1.9M reactions from patents (1976-2016). Task: Predict the reactants needed to synthesize the given product. (1) Given the product [C:26]([C:23]1[CH:24]=[CH:25][C:20]([NH:19][CH:5]([C:6]2[CH:11]=[C:10]([O:12][CH2:13][CH3:14])[CH:9]=[C:8]([O:15][CH2:16][CH3:17])[C:7]=2[F:18])[C:4]([OH:28])=[O:3])=[CH:21][CH:22]=1)#[N:27], predict the reactants needed to synthesize it. The reactants are: C([O:3][C:4](=[O:28])[CH:5]([NH:19][C:20]1[CH:25]=[CH:24][C:23]([C:26]#[N:27])=[CH:22][CH:21]=1)[C:6]1[CH:11]=[C:10]([O:12][CH2:13][CH3:14])[CH:9]=[C:8]([O:15][CH2:16][CH3:17])[C:7]=1[F:18])C.[Li+].[OH-].Cl.C(OCC)(=O)C. (2) Given the product [C:1]([O:6][CH2:7][CH2:8][CH2:9][CH3:10])(=[O:5])[CH:2]=[CH2:3], predict the reactants needed to synthesize it. The reactants are: [C:1]([O:6][CH2:7][CH2:8][CH2:9][CH3:10])(=[O:5])[C:2](C)=[CH2:3]. (3) Given the product [CH2:11]([N:15]1[C:19]([C:20]([O:22][CH2:23][CH3:24])=[O:21])=[C:18]([CH:25]([OH:26])[C:7]([F:9])([F:8])[F:6])[N:17]=[C:16]1[N:27]1[CH2:32][CH2:31][N:30]([C:33]([O:35][C:36]([CH3:37])([CH3:39])[CH3:38])=[O:34])[CH2:29][CH2:28]1)[C:12]#[C:13][CH3:14], predict the reactants needed to synthesize it. The reactants are: CN(C)C=O.[F:6][C:7](I)([F:9])[F:8].[CH2:11]([N:15]1[C:19]([C:20]([O:22][CH2:23][CH3:24])=[O:21])=[C:18]([CH:25]=[O:26])[N:17]=[C:16]1[N:27]1[CH2:32][CH2:31][N:30]([C:33]([O:35][C:36]([CH3:39])([CH3:38])[CH3:37])=[O:34])[CH2:29][CH2:28]1)[C:12]#[C:13][CH3:14].[Cl-]. (4) Given the product [NH2:3][O:12][CH2:13][CH2:14][NH:15][C:16](=[O:25])[O:17][CH2:18][C:19]1[CH:24]=[CH:23][CH:22]=[CH:21][CH:20]=1, predict the reactants needed to synthesize it. The reactants are: O=C1C2C(=CC=CC=2)C(=O)[N:3]1[O:12][CH2:13][CH2:14][NH:15][C:16](=[O:25])[O:17][CH2:18][C:19]1[CH:24]=[CH:23][CH:22]=[CH:21][CH:20]=1. (5) Given the product [Cl:47][C:31]1[C:32]2[C:37](=[CH:36][C:35]([C@H:40]([CH3:45])[C:41]([O:43][CH3:44])=[O:42])=[CH:34][CH:33]=2)[CH:38]=[CH:39][C:30]=1[O:29][P:26](=[N:12][C@@H:13]([CH:22]([CH3:24])[CH3:23])[C:14]([O:16][CH2:17][C:18]([CH3:19])([CH3:21])[CH3:20])=[O:15])=[O:27], predict the reactants needed to synthesize it. The reactants are: S(C1C=CC(C)=CC=1)([O-])(=O)=O.[NH2:12][C@@H:13]([CH:22]([CH3:24])[CH3:23])[C:14]([O:16][CH2:17][C:18]([CH3:21])([CH3:20])[CH3:19])=[O:15].Cl[P:26]([O:29][C:30]1[CH:31]=[C:32]2[C:37](=[CH:38][CH:39]=1)[CH:36]=[C:35]([C@H:40]([CH3:45])[C:41]([O:43][CH3:44])=[O:42])[CH:34]=[CH:33]2)(Cl)=[O:27].C(Cl)[Cl:47].